Dataset: NCI-60 drug combinations with 297,098 pairs across 59 cell lines. Task: Regression. Given two drug SMILES strings and cell line genomic features, predict the synergy score measuring deviation from expected non-interaction effect. (1) Synergy scores: CSS=33.3, Synergy_ZIP=0.133, Synergy_Bliss=1.23, Synergy_Loewe=-19.0, Synergy_HSA=1.89. Drug 2: CC1C(C(CC(O1)OC2CC(CC3=C2C(=C4C(=C3O)C(=O)C5=CC=CC=C5C4=O)O)(C(=O)C)O)N)O. Drug 1: C1CCC(CC1)NC(=O)N(CCCl)N=O. Cell line: K-562. (2) Drug 1: CS(=O)(=O)C1=CC(=C(C=C1)C(=O)NC2=CC(=C(C=C2)Cl)C3=CC=CC=N3)Cl. Drug 2: CC1C(C(CC(O1)OC2CC(CC3=C2C(=C4C(=C3O)C(=O)C5=C(C4=O)C(=CC=C5)OC)O)(C(=O)C)O)N)O.Cl. Cell line: UACC-257. Synergy scores: CSS=17.0, Synergy_ZIP=2.83, Synergy_Bliss=8.05, Synergy_Loewe=1.07, Synergy_HSA=4.98. (3) Drug 1: C1=CC(=CC=C1CC(C(=O)O)N)N(CCCl)CCCl.Cl. Drug 2: C1C(C(OC1N2C=NC(=NC2=O)N)CO)O. Cell line: HCT116. Synergy scores: CSS=43.5, Synergy_ZIP=-2.24, Synergy_Bliss=0.760, Synergy_Loewe=-7.65, Synergy_HSA=4.92.